Dataset: Catalyst prediction with 721,799 reactions and 888 catalyst types from USPTO. Task: Predict which catalyst facilitates the given reaction. (1) Reactant: Cl[C:2]1[NH:3][C:4](=[O:19])[C:5]2[CH:10]=[CH:9][N:8]([CH2:11][O:12][CH2:13][CH2:14][Si:15]([CH3:18])([CH3:17])[CH3:16])[C:6]=2[N:7]=1.C(=O)([O-])[O-].[Na+].[Na+].[F:26][C:27]([F:38])([F:37])[C:28]1[CH:33]=[CH:32][C:31](B(O)O)=[CH:30][CH:29]=1. Product: [F:26][C:27]([F:38])([F:37])[C:28]1[CH:33]=[CH:32][C:31]([C:2]2[NH:3][C:4](=[O:19])[C:5]3[CH:10]=[CH:9][N:8]([CH2:11][O:12][CH2:13][CH2:14][Si:15]([CH3:18])([CH3:17])[CH3:16])[C:6]=3[N:7]=2)=[CH:30][CH:29]=1. The catalyst class is: 461. (2) The catalyst class is: 11. Reactant: [CH3:1][C:2]1([CH3:10])[O:7][C:6](=[O:8])[CH2:5][C:4](=[O:9])[O:3]1.[CH3:11][O:12][C:13]1[CH:25]=[CH:24][C:16]([CH2:17][N:18]2[C:22]([NH2:23])=[CH:21][CH:20]=[N:19]2)=[CH:15][CH:14]=1.[CH:26](OCC)(OCC)OCC. Product: [CH3:11][O:12][C:13]1[CH:14]=[CH:15][C:16]([CH2:17][N:18]2[C:22]([NH:23][CH:26]=[C:5]3[C:6](=[O:8])[O:7][C:2]([CH3:10])([CH3:1])[O:3][C:4]3=[O:9])=[CH:21][CH:20]=[N:19]2)=[CH:24][CH:25]=1. (3) Reactant: [Cl:1][C:2]1[CH:3]=[C:4]([CH2:22][N:23]2C(=O)C3C(=CC=CC=3)C2=O)[C:5]2[N:6]([C:8]([C:12](=[O:21])[C:13]3[CH:18]=[CH:17][C:16]([Cl:19])=[CH:15][C:14]=3[F:20])=[C:9]([CH3:11])[N:10]=2)[N:7]=1.C(O)C.NN. Product: [NH2:23][CH2:22][C:4]1[C:5]2[N:6]([C:8]([C:12]([C:13]3[CH:18]=[CH:17][C:16]([Cl:19])=[CH:15][C:14]=3[F:20])=[O:21])=[C:9]([CH3:11])[N:10]=2)[N:7]=[C:2]([Cl:1])[CH:3]=1. The catalyst class is: 425.